From a dataset of Peptide-MHC class II binding affinity with 134,281 pairs from IEDB. Regression. Given a peptide amino acid sequence and an MHC pseudo amino acid sequence, predict their binding affinity value. This is MHC class II binding data. (1) The peptide sequence is DRWLDLRYVGPASAD. The MHC is HLA-DQA10301-DQB10302 with pseudo-sequence HLA-DQA10301-DQB10302. The binding affinity (normalized) is 0.309. (2) The peptide sequence is EGRKVAIKGPLRISA. The MHC is HLA-DQA10501-DQB10402 with pseudo-sequence HLA-DQA10501-DQB10402. The binding affinity (normalized) is 0.344. (3) The peptide sequence is LSFMDKGIPFMKMNI. The binding affinity (normalized) is 0.552. The MHC is HLA-DQA10102-DQB10501 with pseudo-sequence HLA-DQA10102-DQB10501. (4) The peptide sequence is MADDMERIFKRFDTN. The MHC is HLA-DPA10201-DPB10501 with pseudo-sequence HLA-DPA10201-DPB10501. The binding affinity (normalized) is 0.0468. (5) The peptide sequence is TPEAKFDSFVASLTE. The MHC is DRB1_0701 with pseudo-sequence DRB1_0701. The binding affinity (normalized) is 0.558. (6) The MHC is DRB1_0101 with pseudo-sequence DRB1_0101. The binding affinity (normalized) is 0.912. The peptide sequence is YDKFLANVSTPLTGK. (7) The peptide sequence is GVLQTFMRMAWGGSY. The MHC is DRB1_0701 with pseudo-sequence DRB1_0701. The binding affinity (normalized) is 0.442. (8) The peptide sequence is PDTTCSEIEEFRDRA. The MHC is DRB1_0901 with pseudo-sequence DRB1_0901. The binding affinity (normalized) is 0.165. (9) The peptide sequence is PICPGYRWMCLRRFIIFL. The MHC is DRB1_0401 with pseudo-sequence DRB1_0401. The binding affinity (normalized) is 0.395. (10) The peptide sequence is TEQYKFQADSPKRLA. The MHC is DRB1_1101 with pseudo-sequence DRB1_1101. The binding affinity (normalized) is 0.138.